Dataset: Reaction yield outcomes from USPTO patents with 853,638 reactions. Task: Predict the reaction yield, written as a fraction of the theoretical maximum amount of product (1.0 means a 100% yield; for example, 0.34 means a 34% yield). The reactants are [CH2:1]([Zn]CC)C.ClCI.[Si:9]([O:16][CH2:17][CH2:18][C:19](=[CH2:22])[CH2:20][OH:21])([C:12]([CH3:15])([CH3:14])[CH3:13])([CH3:11])[CH3:10].[NH4+].[Cl-]. The catalyst is C(Cl)Cl. The product is [Si:9]([O:16][CH2:17][CH2:18][C:19]1([CH2:20][OH:21])[CH2:1][CH2:22]1)([C:12]([CH3:15])([CH3:14])[CH3:13])([CH3:10])[CH3:11]. The yield is 0.970.